From a dataset of Reaction yield outcomes from USPTO patents with 853,638 reactions. Predict the reaction yield, written as a fraction of the theoretical maximum amount of product (1.0 means a 100% yield; for example, 0.34 means a 34% yield). (1) The product is [C:1]([O:8][CH:9]1[CH2:10][CH2:11][CH2:12][CH2:13]1)(=[O:7])[CH2:2][CH2:3][CH2:4][CH2:5][CH3:6]. The yield is 0.700. The reactants are [C:1]([O:8][CH2:9][CH2:10][CH2:11][CH2:12][CH2:13]C)(=[O:7])[CH2:2][CH2:3][CH2:4][CH2:5][CH3:6].C1(O)CCCC1. The catalyst is C1(C)C=CC=CC=1. (2) The reactants are [CH3:1][C:2]1([CH3:20])[C:6](=O)[N:5]([C:8]([O:10][C:11]([CH3:14])([CH3:13])[CH3:12])=[O:9])[C@H:4]([C:15]([O:17][CH2:18][CH3:19])=[O:16])[CH2:3]1.[Li].I[CH3:23]. The catalyst is C1COCC1. The product is [CH3:23][C:4]1([C:15]([O:17][CH2:18][CH3:19])=[O:16])[CH2:3][C:2]([CH3:20])([CH3:1])[CH2:6][N:5]1[C:8]([O:10][C:11]([CH3:14])([CH3:13])[CH3:12])=[O:9]. The yield is 0.720. (3) The reactants are [S:1]1[CH:5]=[C:4]([CH2:6][NH2:7])[N:3]=[CH:2]1.[CH3:8][C:9]([O:12][C:13]([N:15]([C:33]([O:35][C:36]([CH3:39])([CH3:38])[CH3:37])=[O:34])[N:16]([C:24]1[C:29]([F:30])=[C:28](Cl)[N:27]=[C:26]([Cl:32])[N:25]=1)[C:17]([O:19][C:20]([CH3:23])([CH3:22])[CH3:21])=[O:18])=[O:14])([CH3:11])[CH3:10].C(N(CC)CC)C. The catalyst is C1COCC1.O. The product is [CH3:11][C:9]([O:12][C:13]([N:15]([C:33]([O:35][C:36]([CH3:39])([CH3:38])[CH3:37])=[O:34])[N:16]([C:24]1[C:29]([F:30])=[C:28]([NH:7][CH2:6][C:4]2[N:3]=[CH:2][S:1][CH:5]=2)[N:27]=[C:26]([Cl:32])[N:25]=1)[C:17]([O:19][C:20]([CH3:21])([CH3:22])[CH3:23])=[O:18])=[O:14])([CH3:8])[CH3:10]. The yield is 0.680. (4) The reactants are [Br:1][C:2]1[CH:8]=[CH:7][C:5]([NH2:6])=[CH:4][CH:3]=1.[CH:9](=O)[C:10]1[CH:15]=[CH:14][CH:13]=[CH:12][CH:11]=1.[BH-](OC(C)=O)(OC(C)=O)OC(C)=O.[Na+].C(O)(=O)C. The catalyst is ClC(Cl)C. The product is [CH2:9]([NH:6][C:5]1[CH:7]=[CH:8][C:2]([Br:1])=[CH:3][CH:4]=1)[C:10]1[CH:15]=[CH:14][CH:13]=[CH:12][CH:11]=1. The yield is 0.840.